From a dataset of NCI-60 drug combinations with 297,098 pairs across 59 cell lines. Regression. Given two drug SMILES strings and cell line genomic features, predict the synergy score measuring deviation from expected non-interaction effect. Drug 2: C#CCC(CC1=CN=C2C(=N1)C(=NC(=N2)N)N)C3=CC=C(C=C3)C(=O)NC(CCC(=O)O)C(=O)O. Synergy scores: CSS=16.0, Synergy_ZIP=-0.260, Synergy_Bliss=-0.548, Synergy_Loewe=-8.85, Synergy_HSA=-1.21. Drug 1: CC1CCC2CC(C(=CC=CC=CC(CC(C(=O)C(C(C(=CC(C(=O)CC(OC(=O)C3CCCCN3C(=O)C(=O)C1(O2)O)C(C)CC4CCC(C(C4)OC)O)C)C)O)OC)C)C)C)OC. Cell line: HOP-62.